This data is from Forward reaction prediction with 1.9M reactions from USPTO patents (1976-2016). The task is: Predict the product of the given reaction. (1) Given the reactants [CH2:1]([N:3]1[C:7]2[CH:8]=[CH:9][C:10]([C:12](O)=[O:13])=[CH:11][C:6]=2[N:5]=[C:4]1[NH:15][C:16]1[S:17][C:18]2[CH:24]=[C:23]([C:25]([F:28])([F:27])[F:26])[CH:22]=[CH:21][C:19]=2[N:20]=1)[CH3:2].[CH3:29][S:30][CH2:31][CH2:32][NH2:33].CN(C(ON1N=NC2C=CC=CC1=2)=[N+](C)C)C.F[P-](F)(F)(F)(F)F.CCN(C(C)C)C(C)C, predict the reaction product. The product is: [CH3:29][S:30][CH2:31][CH2:32][NH:33][C:12]([C:10]1[CH:9]=[CH:8][C:7]2[N:3]([CH2:1][CH3:2])[C:4]([NH:15][C:16]3[S:17][C:18]4[CH:24]=[C:23]([C:25]([F:26])([F:27])[F:28])[CH:22]=[CH:21][C:19]=4[N:20]=3)=[N:5][C:6]=2[CH:11]=1)=[O:13]. (2) Given the reactants [C:1]([O:5][C:6](=[O:14])[NH:7][CH:8]1[CH2:13][CH2:12][CH:11]=[CH:10][CH2:9]1)([CH3:4])([CH3:3])[CH3:2].[CH2:15](I)[CH:16]=[CH2:17], predict the reaction product. The product is: [C:1]([O:5][C:6](=[O:14])[N:7]([CH2:17][CH:16]=[CH2:15])[CH:8]1[CH2:13][CH2:12][CH:11]=[CH:10][CH2:9]1)([CH3:4])([CH3:2])[CH3:3]. (3) Given the reactants C(O)(=O)C.[CH2:5]([C:7]1[CH:12]=[CH:11][C:10]([C:13](=[O:15])[CH3:14])=[CH:9][C:8]=1[O:16][CH3:17])[CH3:6].[N+:18]([O-])([OH:20])=[O:19], predict the reaction product. The product is: [CH2:5]([C:7]1[C:8]([O:16][CH3:17])=[CH:9][C:10]([C:13](=[O:15])[CH3:14])=[C:11]([N+:18]([O-:20])=[O:19])[CH:12]=1)[CH3:6].